This data is from KCNQ2 potassium channel screen with 302,405 compounds. The task is: Binary Classification. Given a drug SMILES string, predict its activity (active/inactive) in a high-throughput screening assay against a specified biological target. (1) The result is 0 (inactive). The molecule is O(Cc1c(OC)ccc(c1)C(=O)C)C(=O)Cc1n[nH]c(=O)c2c1cccc2. (2) The molecule is O1C(C(NC(=O)Cc2ccccc2)C)COc2c1cccc2. The result is 0 (inactive). (3) The molecule is O=C(N(CC(=O)NCCc1ccccc1)c1ccc(cc1)C)CCC(=O)Nc1nccc(c1)C. The result is 0 (inactive). (4) The molecule is Brc1ccc(C(=O)Nc2c(CCC)cc3OCOc3c2)cc1. The result is 0 (inactive). (5) The compound is s1c2c(nc1NC(=O)CCn1cccc1)ccc(OC)c2. The result is 0 (inactive). (6) The molecule is Clc1ccc(CCNC(=O)CN2CCN(C2=O)Cc2c(F)cccc2)cc1. The result is 0 (inactive). (7) The drug is Clc1c(N\C=C2\C(=O)CC(CC2=O)c2occc2)cc(Cl)cc1. The result is 0 (inactive). (8) The molecule is o1c(nc(c2ccc(OC)cc2)cc1=O)c1cc(ccc1)C. The result is 0 (inactive). (9) The molecule is N(c1nc(NCc2ccccc2)c(c2c1CN(CC2)CC)C#N)(CC)CC. The result is 1 (active).